Dataset: Peptide-MHC class II binding affinity with 134,281 pairs from IEDB. Task: Regression. Given a peptide amino acid sequence and an MHC pseudo amino acid sequence, predict their binding affinity value. This is MHC class II binding data. (1) The peptide sequence is LAAMDGGGFYADDTA. The MHC is HLA-DQA10201-DQB10402 with pseudo-sequence HLA-DQA10201-DQB10402. The binding affinity (normalized) is 0.183. (2) The peptide sequence is SGAGWSGMAEATSLD. The MHC is DRB1_0401 with pseudo-sequence DRB1_0401. The binding affinity (normalized) is 0.240. (3) The peptide sequence is NKEVDRLMSMKSIQK. The MHC is DRB1_1501 with pseudo-sequence DRB1_1501. The binding affinity (normalized) is 0.828. (4) The peptide sequence is EKKYFAATQFEPLAF. The binding affinity (normalized) is 0.344. The MHC is HLA-DQA10501-DQB10301 with pseudo-sequence HLA-DQA10501-DQB10301. (5) The peptide sequence is YHLLCLERDLQRLIG. The MHC is DRB1_0802 with pseudo-sequence DRB1_0802. The binding affinity (normalized) is 0. (6) The peptide sequence is AEHQAIISDVLTASD. The MHC is HLA-DPA10201-DPB11401 with pseudo-sequence HLA-DPA10201-DPB11401. The binding affinity (normalized) is 0.326.